Predict the reactants needed to synthesize the given product. From a dataset of Full USPTO retrosynthesis dataset with 1.9M reactions from patents (1976-2016). The reactants are: [O:1]=[C:2]1[C:6]2[CH:7]=[CH:8][C:9]([CH2:11][NH:12][CH:13]3[CH2:18][CH2:17][N:16](C(OC(C)(C)C)=O)[CH2:15][CH2:14]3)=[CH:10][C:5]=2[CH2:4][O:3]1.[ClH:26]. Given the product [Cl-:26].[O:1]=[C:2]1[C:6]2[CH:7]=[CH:8][C:9]([CH2:11][NH:12][CH:13]3[CH2:14][CH2:15][NH2+:16][CH2:17][CH2:18]3)=[CH:10][C:5]=2[CH2:4][O:3]1, predict the reactants needed to synthesize it.